Dataset: Peptide-MHC class I binding affinity with 185,985 pairs from IEDB/IMGT. Task: Regression. Given a peptide amino acid sequence and an MHC pseudo amino acid sequence, predict their binding affinity value. This is MHC class I binding data. (1) The peptide sequence is RQFPTAFPF. The MHC is Mamu-B52 with pseudo-sequence Mamu-B52. The binding affinity (normalized) is 0.774. (2) The peptide sequence is MLCMFIPSV. The MHC is H-2-Db with pseudo-sequence H-2-Db. The binding affinity (normalized) is 0.107. (3) The peptide sequence is AMDTHLYFE. The MHC is HLA-A24:03 with pseudo-sequence HLA-A24:03. The binding affinity (normalized) is 0.0847. (4) The peptide sequence is RSTLANGWY. The MHC is HLA-B27:05 with pseudo-sequence HLA-B27:05. The binding affinity (normalized) is 0.0847. (5) The peptide sequence is RENGGYWLL. The MHC is HLA-B15:17 with pseudo-sequence HLA-B15:17. The binding affinity (normalized) is 0.0847. (6) The peptide sequence is SLPPNFSSL. The MHC is Mamu-A01 with pseudo-sequence Mamu-A01. The binding affinity (normalized) is 0.724. (7) The peptide sequence is LVKLSSYHV. The MHC is HLA-A02:01 with pseudo-sequence HLA-A02:01. The binding affinity (normalized) is 0.362. (8) The peptide sequence is FLFMDRDAL. The MHC is HLA-A02:03 with pseudo-sequence HLA-A02:03. The binding affinity (normalized) is 0.632.